This data is from Forward reaction prediction with 1.9M reactions from USPTO patents (1976-2016). The task is: Predict the product of the given reaction. Given the reactants [Br:1][C:2]1[C:3]([N:17]2[CH2:22][CH2:21][CH2:20][C@@H:19]([NH:23]C(=O)OC(C)(C)C)[CH2:18]2)=[C:4]2[C:10]([NH:11][C:12](=[O:16])[CH2:13][C:14]#[N:15])=[CH:9][NH:8][C:5]2=[N:6][CH:7]=1.C(O)(C(F)(F)F)=O.C(Cl)[Cl:39], predict the reaction product. The product is: [ClH:39].[NH2:23][C@@H:19]1[CH2:20][CH2:21][CH2:22][N:17]([C:3]2[C:2]([Br:1])=[CH:7][N:6]=[C:5]3[NH:8][CH:9]=[C:10]([NH:11][C:12](=[O:16])[CH2:13][C:14]#[N:15])[C:4]=23)[CH2:18]1.